This data is from Experimentally validated miRNA-target interactions with 360,000+ pairs, plus equal number of negative samples. The task is: Binary Classification. Given a miRNA mature sequence and a target amino acid sequence, predict their likelihood of interaction. (1) The miRNA is hsa-miR-383-3p with sequence ACAGCACUGCCUGGUCAGA. The protein sequence of the target gene is MAARLLRGSLRVLGGHRAPRQLPAARCSHSGGEERLETPSAKKLTDIGIRRIFSPEHDIFRKSVRKFFQEEVIPHHSEWEKAGEVSREVWEKAGKQGLLGVNIAEHLGGIGGDLYSAAIVWEEQAYSNCSGPGFSIHSGIVMSYITNHGSEEQIKHFIPQMTAGKCIGAIAMTEPGAGSDLQGIKTNAKKDGSDWILNGSKVFISNGSLSDVVIVVAVTNHEAPSPAHGISLFLVENGMKGFIKGRKLHKMGLKAQDTAELFFEDIRLPASALLGEENKGFYYIMKELPQERLLIADVAI.... Result: 1 (interaction). (2) The miRNA is hsa-miR-6779-5p with sequence CUGGGAGGGGCUGGGUUUGGC. The protein sequence of the target gene is MNPVNATALYISASRLVLNYDPGDPKAFTEINRLLPYFRQSLSCCVCGHLLQDPIAPTNSTCQHYVCKTCKGKKMMMKPSCSWCKDYEQFEENKQLSILVNCYKKLCEYITQTTLARDIIEAVDCSSDILALLNDGSLFCEETEKPSDSSFTLCLTHSPLPSTSEPTTDPQASLSPMSESTLSIAIGSSVINGLPTYNGLSIDRFGINIPSPEHSNTIDVCNTVDIKTEDLSDSLPPVCDTVATDLCSTGIDICSFSEDIKPGDSLLLSVEEVLRSLETVSNTEVCCPNLQPNLEATVSN.... Result: 1 (interaction). (3) The miRNA is hsa-miR-4685-5p with sequence CCCAGGGCUUGGAGUGGGGCAAGGUU. The protein sequence of the target gene is MEPAAALHFSLPASLLLLLLLLLLSLCALVSAQFTVVGPANPILAMVGENTTLRCHLSPEKNAEDMEVRWFRSQFSPAVFVYKGGRERTEEQMEEYRGRITFVSKDINRGSVALVIHNVTAQENGIYRCYFQEGRSYDEAILRLVVAGLGSKPLIEIKAQEDGSIWLECISGGWYPEPLTVWRDPYGEVVPALKEVSIADADGLFMVTTAVIIRDKYVRNVSCSVNNTLLGQEKETVIFIPESFMPSASPWMVALAVILTASPWMVSMTVILAVFIIFMAVSICCIKKLQREKKILSGEK.... Result: 1 (interaction). (4) The miRNA is hsa-miR-3137 with sequence UCUGUAGCCUGGGAGCAAUGGGGU. The protein sequence of the target gene is MPRSRGGRAAPGQASRWSGWRAPGRLLPLLPALCCLAAAAGAGKPAGADAPFAGQNWLKSYGYLLPYESRASALHSGKALQSAVSTMQQFYGIPVTGVLDQTTIEWMKKPRCGVPDHPHLSRRRRNKRYALTGQKWRQKHITYSIHNYTPKVGELDTRKAIRQAFDVWQKVTPLTFEEVPYHEIKSDRKEADIMIFFASGFHGDSSPFDGEGGFLAHAYFPGPGIGGDTHFDSDEPWTLGNANHDGNDLFLVAVHELGHALGLEHSNDPSAIMAPFYQYMETHNFKLPQDDLQGIQKIYG.... Result: 0 (no interaction).